Dataset: Reaction yield outcomes from USPTO patents with 853,638 reactions. Task: Predict the reaction yield, written as a fraction of the theoretical maximum amount of product (1.0 means a 100% yield; for example, 0.34 means a 34% yield). (1) The reactants are Cl[C:2]1[CH:7]=[C:6]([C:8]2[CH:13]=[C:12]([Cl:14])[CH:11]=[CH:10][C:9]=2[O:15][CH3:16])[N:5]=[C:4]([NH2:17])[N:3]=1.[CH2:18]1[O:27][C:26]2[CH:25]=[CH:24][C:22]([NH2:23])=[CH:21][C:20]=2[O:19]1. No catalyst specified. The product is [O:27]1[C:26]2[CH:25]=[CH:24][C:22]([NH:23][C:2]3[CH:7]=[C:6]([C:8]4[CH:13]=[C:12]([Cl:14])[CH:11]=[CH:10][C:9]=4[O:15][CH3:16])[N:5]=[C:4]([NH2:17])[N:3]=3)=[CH:21][C:20]=2[O:19][CH2:18]1. The yield is 0.770. (2) The reactants are Br[C:2]1[CH:19]=[C:18]2[C:5]([C:6]([F:21])([F:20])[CH2:7][CH2:8][C@@:9]32[C:14]([F:16])([F:15])[CH2:13][O:12][C:11]([NH2:17])=[N:10]3)=[CH:4][CH:3]=1.[F:22][C:23]1[CH:24]=[C:25](B(O)O)[CH:26]=[N:27][CH:28]=1. No catalyst specified. The product is [F:20][C:6]1([F:21])[C:5]2[C:18](=[CH:19][C:2]([C:25]3[CH:26]=[N:27][CH:28]=[C:23]([F:22])[CH:24]=3)=[CH:3][CH:4]=2)[C@@:9]2([C:14]([F:16])([F:15])[CH2:13][O:12][C:11]([NH2:17])=[N:10]2)[CH2:8][CH2:7]1. The yield is 0.320.